Dataset: Full USPTO retrosynthesis dataset with 1.9M reactions from patents (1976-2016). Task: Predict the reactants needed to synthesize the given product. (1) The reactants are: C1C2C(COC(=O)[NH:17][C:18]([CH3:34])([CH3:33])[CH2:19][S:20](=[O:32])(=[O:31])[NH:21][CH:22]3[CH2:27][CH2:26][N:25]([CH:28]([CH3:30])[CH3:29])[CH2:24][CH2:23]3)C3C(=CC=CC=3)C=2C=CC=1.N1CCOCC1. Given the product [CH:28]([N:25]1[CH2:26][CH2:27][CH:22]([NH:21][S:20]([CH2:19][C:18]([NH2:17])([CH3:33])[CH3:34])(=[O:32])=[O:31])[CH2:23][CH2:24]1)([CH3:30])[CH3:29], predict the reactants needed to synthesize it. (2) Given the product [Cl:3][C:8]1[CH:9]=[CH:10][N:5]=[C:6]([C:11]([NH:18][CH2:17][CH2:16][N:15]([CH3:19])[CH3:14])=[O:13])[CH:7]=1, predict the reactants needed to synthesize it. The reactants are: S(Cl)([Cl:3])=O.[N:5]1[CH:10]=[CH:9][CH:8]=[CH:7][C:6]=1[C:11]([OH:13])=O.[CH3:14][N:15]([CH3:19])[CH2:16][CH2:17][NH2:18]. (3) Given the product [CH2:1]([C@:8]([OH:14])([CH2:12][CH2:11][OH:10])[C:9]([NH:15][C@H:16]([C:21](=[O:22])[NH:23][CH3:24])[C:17]([CH3:20])([CH3:19])[CH3:18])=[O:13])[C:2]1[CH:7]=[CH:6][CH:5]=[CH:4][CH:3]=1.[CH2:1]([C@@:8]([OH:14])([CH2:12][CH2:11][OH:10])[C:9]([NH:15][C@H:16]([C:21](=[O:22])[NH:23][CH3:24])[C:17]([CH3:20])([CH3:19])[CH3:18])=[O:13])[C:2]1[CH:7]=[CH:6][CH:5]=[CH:4][CH:3]=1, predict the reactants needed to synthesize it. The reactants are: [CH2:1]([C:8]1([OH:14])[CH2:12][CH2:11][O:10][C:9]1=[O:13])[C:2]1[CH:7]=[CH:6][CH:5]=[CH:4][CH:3]=1.[NH2:15][C@H:16]([C:21]([NH:23][CH3:24])=[O:22])[C:17]([CH3:20])([CH3:19])[CH3:18].N1C=CC=CC1=O. (4) Given the product [N:11]1[CH:16]=[CH:15][CH:14]=[CH:13][C:12]=1[C:17]1[C:18]([C:2]2[CH:7]=[CH:6][N:5]3[CH:8]=[CH:9][N:10]=[C:4]3[CH:3]=2)=[C:19]2[CH2:24][CH2:23][CH2:22][N:20]2[N:21]=1, predict the reactants needed to synthesize it. The reactants are: Cl[C:2]1[CH:7]=[CH:6][N:5]2[CH:8]=[CH:9][N:10]=[C:4]2[CH:3]=1.[N:11]1[CH:16]=[CH:15][CH:14]=[CH:13][C:12]=1[C:17]1[C:18](B(O)O)=[C:19]2[CH2:24][CH2:23][CH2:22][N:20]2[N:21]=1.C(=O)(O)[O-].[Na+].C(Cl)Cl.